This data is from Forward reaction prediction with 1.9M reactions from USPTO patents (1976-2016). The task is: Predict the product of the given reaction. Given the reactants Br[C:2]1[N:7]=[CH:6][C:5]([CH2:8][N:9]2[C:18]3[C:13](=[CH:14][CH:15]=[CH:16][CH:17]=3)[C:12](=[O:19])[C:11]([C:20]([O:22][CH2:23][CH3:24])=[O:21])=[N:10]2)=[CH:4][CH:3]=1.[CH3:25][N:26]1[CH:30]=[C:29](B2OC(C)(C)C(C)(C)O2)[CH:28]=[N:27]1.C(=O)([O-])[O-].[Cs+].[Cs+].C(=O)(O)[O-].[Na+], predict the reaction product. The product is: [CH3:25][N:26]1[CH:30]=[C:29]([C:2]2[N:7]=[CH:6][C:5]([CH2:8][N:9]3[C:18]4[C:13](=[CH:14][CH:15]=[CH:16][CH:17]=4)[C:12](=[O:19])[C:11]([C:20]([O:22][CH2:23][CH3:24])=[O:21])=[N:10]3)=[CH:4][CH:3]=2)[CH:28]=[N:27]1.